From a dataset of Forward reaction prediction with 1.9M reactions from USPTO patents (1976-2016). Predict the product of the given reaction. (1) Given the reactants [Cl:1][C:2]1[CH:3]=[CH:4][C:5]([O:43][CH:44]([F:46])[F:45])=[C:6]([C:8]2[C:13]([O:14][CH3:15])=[CH:12][N:11]([CH:16]([CH2:38][CH2:39][O:40][CH3:41])[C:17]([NH:19][C:20]3[CH:28]=[C:27]4[C:23]([C:24](=[O:37])[N:25]([CH3:36])[N:26]4C(OC(C)(C)C)=O)=[CH:22][CH:21]=3)=[O:18])[C:10](=[O:42])[CH:9]=2)[CH:7]=1.C(O)(C(F)(F)F)=O, predict the reaction product. The product is: [Cl:1][C:2]1[CH:3]=[CH:4][C:5]([O:43][CH:44]([F:46])[F:45])=[C:6]([C:8]2[C:13]([O:14][CH3:15])=[CH:12][N:11]([CH:16]([CH2:38][CH2:39][O:40][CH3:41])[C:17]([NH:19][C:20]3[CH:28]=[C:27]4[C:23]([C:24](=[O:37])[N:25]([CH3:36])[NH:26]4)=[CH:22][CH:21]=3)=[O:18])[C:10](=[O:42])[CH:9]=2)[CH:7]=1. (2) Given the reactants [Cl:1][C:2]1[CH:3]=[C:4]2[C:9](=[CH:10][C:11]=1[N:12]1[CH2:17][C:16]3[C:18]([CH:25]4[CH2:27][CH2:26]4)=[N:19][C:20]([C:22]([OH:24])=O)=[CH:21][C:15]=3[NH:14][C:13]1=[O:28])[O:8][CH:7]([C:29]1[C:34]([F:35])=[CH:33][CH:32]=[CH:31][N:30]=1)[CH2:6][CH2:5]2.O[N:37]=[C:38]([NH2:40])[CH3:39].C(P1(=O)OP(=O)(CCC)OP(=O)(CCC)O1)CC.C(OCC)(=O)C, predict the reaction product. The product is: [Cl:1][C:2]1[CH:3]=[C:4]2[C:9](=[CH:10][C:11]=1[N:12]1[CH2:17][C:16]3[C:18]([CH:25]4[CH2:27][CH2:26]4)=[N:19][C:20]([C:22]4[O:24][N:40]=[C:38]([CH3:39])[N:37]=4)=[CH:21][C:15]=3[NH:14][C:13]1=[O:28])[O:8][CH:7]([C:29]1[C:34]([F:35])=[CH:33][CH:32]=[CH:31][N:30]=1)[CH2:6][CH2:5]2. (3) Given the reactants [F:1][C:2]1[CH:7]=[C:6]([O:8][CH3:9])[C:5](I)=[CH:4][C:3]=1[C:11]1[CH:16]=[CH:15][C:14]([C:17]([O:19][CH3:20])=[O:18])=[CH:13][C:12]=1[CH3:21].[B:22]1([B:22]2[O:26][C:25]([CH3:28])([CH3:27])[C:24]([CH3:30])([CH3:29])[O:23]2)[O:26][C:25]([CH3:28])([CH3:27])[C:24]([CH3:30])([CH3:29])[O:23]1.CC([O-])=O.[K+], predict the reaction product. The product is: [F:1][C:2]1[CH:7]=[C:6]([O:8][CH3:9])[C:5]([B:22]2[O:26][C:25]([CH3:28])([CH3:27])[C:24]([CH3:30])([CH3:29])[O:23]2)=[CH:4][C:3]=1[C:11]1[CH:16]=[CH:15][C:14]([C:17]([O:19][CH3:20])=[O:18])=[CH:13][C:12]=1[CH3:21]. (4) Given the reactants [OH:1][Si:2]1([CH2:8][CH2:9][CH2:10][CH2:11][C:12]([OH:14])=[O:13])[CH2:7][CH2:6][CH2:5][CH2:4][CH2:3]1.C1(N=C=NC2CCCCC2)CCCCC1.[N+:30]([C:33]1[CH:38]=[CH:37][C:36](O)=[CH:35][CH:34]=1)([O-:32])=[O:31], predict the reaction product. The product is: [OH:1][Si:2]1([CH2:8][CH2:9][CH2:10][CH2:11][C:12]([O:14][C:36]2[CH:37]=[CH:38][C:33]([N+:30]([O-:32])=[O:31])=[CH:34][CH:35]=2)=[O:13])[CH2:7][CH2:6][CH2:5][CH2:4][CH2:3]1. (5) Given the reactants Br[CH:2]=[C:3]1[O:7][C:6](=[O:8])[CH:5]=[CH:4]1.[F:9][C:10]1[CH:15]=[CH:14][C:13](B(O)O)=[CH:12][CH:11]=1.[F-].[Cs+], predict the reaction product. The product is: [F:9][C:10]1[CH:15]=[CH:14][C:13](/[CH:2]=[C:3]2/[CH:4]=[CH:5][C:6](=[O:8])[O:7]/2)=[CH:12][CH:11]=1. (6) Given the reactants C([O:8][C:9]1[CH:14]=[CH:13][C:12]([C:15]([N:17]2[CH2:22][CH2:21][CH2:20][CH2:19][CH2:18]2)=[O:16])=[CH:11][CH:10]=1)C1C=CC=CC=1, predict the reaction product. The product is: [OH:8][C:9]1[CH:14]=[CH:13][C:12]([C:15]([N:17]2[CH2:18][CH2:19][CH2:20][CH2:21][CH2:22]2)=[O:16])=[CH:11][CH:10]=1.